This data is from Peptide-MHC class II binding affinity with 134,281 pairs from IEDB. The task is: Regression. Given a peptide amino acid sequence and an MHC pseudo amino acid sequence, predict their binding affinity value. This is MHC class II binding data. (1) The peptide sequence is YNREERVRFDSDVGE. The MHC is DRB1_1201 with pseudo-sequence DRB1_1201. The binding affinity (normalized) is 0.279. (2) The peptide sequence is AKIVTAETQNSSFII. The binding affinity (normalized) is 0.352. The MHC is DRB1_1302 with pseudo-sequence DRB1_1302. (3) The peptide sequence is RREVHIYYLEKANKI. The MHC is DRB1_0401 with pseudo-sequence DRB1_0401. The binding affinity (normalized) is 0.617. (4) The peptide sequence is SGILQLFVFLVLAGR. The MHC is DRB1_0901 with pseudo-sequence DRB1_0901. The binding affinity (normalized) is 0. (5) The peptide sequence is THFTTWTSIPTLAAQ. The MHC is DRB1_1302 with pseudo-sequence DRB1_1302. The binding affinity (normalized) is 0.261. (6) The peptide sequence is AFKVAATAHNAAPAN. The MHC is DRB1_1001 with pseudo-sequence DRB1_1001. The binding affinity (normalized) is 0.796. (7) The peptide sequence is GELQQVDKIDAAFKI. The MHC is DRB1_1302 with pseudo-sequence DRB1_1302. The binding affinity (normalized) is 0.599. (8) The MHC is DRB1_1501 with pseudo-sequence DRB1_1501. The binding affinity (normalized) is 0.191. The peptide sequence is GTSGSPIVNRNGEVI. (9) The peptide sequence is AFKVAATAANAARAN. The MHC is DRB1_1001 with pseudo-sequence DRB1_1001. The binding affinity (normalized) is 0.912. (10) The peptide sequence is ICDSRVLERYLLEAK. The MHC is DRB4_0101 with pseudo-sequence DRB4_0103. The binding affinity (normalized) is 0.163.